Dataset: Forward reaction prediction with 1.9M reactions from USPTO patents (1976-2016). Task: Predict the product of the given reaction. (1) Given the reactants [C:1]([O:5][C:6]([N:8]([O:33][C:34]([O:36][C:37]([CH3:40])([CH3:39])[CH3:38])=[O:35])[CH2:9][C:10]#[C:11][C:12]1[C:17]([C:18]([O:20][CH3:21])=[O:19])=[N:16][CH:15]=[C:14]2[N:22]([CH2:25][C:26]3[CH:31]=[CH:30][C:29]([F:32])=[CH:28][CH:27]=3)[CH:23]=[CH:24][C:13]=12)=[O:7])([CH3:4])([CH3:3])[CH3:2].[H][H], predict the reaction product. The product is: [C:1]([O:5][C:6]([N:8]([O:33][C:34]([O:36][C:37]([CH3:40])([CH3:39])[CH3:38])=[O:35])[CH2:9]/[CH:10]=[CH:11]\[C:12]1[C:17]([C:18]([O:20][CH3:21])=[O:19])=[N:16][CH:15]=[C:14]2[N:22]([CH2:25][C:26]3[CH:27]=[CH:28][C:29]([F:32])=[CH:30][CH:31]=3)[CH:23]=[CH:24][C:13]=12)=[O:7])([CH3:3])([CH3:4])[CH3:2]. (2) Given the reactants [CH3:1][O:2][C:3]1[CH:11]=[C:10]2[C:6]([CH2:7][CH2:8][CH:9]2O)=[CH:5][CH:4]=1.O.C1(C)C=CC(S(O)(=O)=O)=CC=1.C1(C=CC(O)=CC=1)O.C1(C)C=CC=CC=1, predict the reaction product. The product is: [CH3:1][O:2][C:3]1[CH:11]=[C:10]2[C:6](=[CH:5][CH:4]=1)[CH2:7][CH:8]=[CH:9]2.